Regression. Given two drug SMILES strings and cell line genomic features, predict the synergy score measuring deviation from expected non-interaction effect. From a dataset of NCI-60 drug combinations with 297,098 pairs across 59 cell lines. (1) Drug 1: C1=CC(=CC=C1CC(C(=O)O)N)N(CCCl)CCCl.Cl. Drug 2: C1CC(=O)NC(=O)C1N2C(=O)C3=CC=CC=C3C2=O. Cell line: SNB-19. Synergy scores: CSS=3.23, Synergy_ZIP=-2.36, Synergy_Bliss=0.392, Synergy_Loewe=-9.38, Synergy_HSA=-3.63. (2) Drug 1: CCCS(=O)(=O)NC1=C(C(=C(C=C1)F)C(=O)C2=CNC3=C2C=C(C=N3)C4=CC=C(C=C4)Cl)F. Drug 2: C1C(C(OC1N2C=C(C(=O)NC2=O)F)CO)O. Cell line: RXF 393. Synergy scores: CSS=24.3, Synergy_ZIP=-3.76, Synergy_Bliss=2.52, Synergy_Loewe=-23.6, Synergy_HSA=4.68. (3) Drug 1: C1CN(CCN1C(=O)CCBr)C(=O)CCBr. Drug 2: C(CN)CNCCSP(=O)(O)O. Cell line: UACC-257. Synergy scores: CSS=13.8, Synergy_ZIP=-4.48, Synergy_Bliss=-1.78, Synergy_Loewe=-37.3, Synergy_HSA=-3.74. (4) Drug 1: CCCCCOC(=O)NC1=NC(=O)N(C=C1F)C2C(C(C(O2)C)O)O. Drug 2: CC1CCC2CC(C(=CC=CC=CC(CC(C(=O)C(C(C(=CC(C(=O)CC(OC(=O)C3CCCCN3C(=O)C(=O)C1(O2)O)C(C)CC4CCC(C(C4)OC)OCCO)C)C)O)OC)C)C)C)OC. Cell line: KM12. Synergy scores: CSS=0.0915, Synergy_ZIP=-3.34, Synergy_Bliss=-6.94, Synergy_Loewe=-4.53, Synergy_HSA=-4.40. (5) Drug 1: C1=CC=C(C(=C1)C(C2=CC=C(C=C2)Cl)C(Cl)Cl)Cl. Drug 2: C1C(C(OC1N2C=NC(=NC2=O)N)CO)O. Cell line: SN12C. Synergy scores: CSS=7.12, Synergy_ZIP=1.07, Synergy_Bliss=2.84, Synergy_Loewe=0.902, Synergy_HSA=3.42. (6) Drug 1: C1=C(C(=O)NC(=O)N1)N(CCCl)CCCl. Drug 2: CC(C)(C#N)C1=CC(=CC(=C1)CN2C=NC=N2)C(C)(C)C#N. Cell line: SNB-75. Synergy scores: CSS=4.26, Synergy_ZIP=-7.79, Synergy_Bliss=-3.70, Synergy_Loewe=-3.65, Synergy_HSA=-3.65. (7) Drug 1: CC1CCC2CC(C(=CC=CC=CC(CC(C(=O)C(C(C(=CC(C(=O)CC(OC(=O)C3CCCCN3C(=O)C(=O)C1(O2)O)C(C)CC4CCC(C(C4)OC)OCCO)C)C)O)OC)C)C)C)OC. Drug 2: CCC1(C2=C(COC1=O)C(=O)N3CC4=CC5=C(C=CC(=C5CN(C)C)O)N=C4C3=C2)O.Cl. Cell line: NCIH23. Synergy scores: CSS=37.8, Synergy_ZIP=-4.31, Synergy_Bliss=-1.71, Synergy_Loewe=-3.81, Synergy_HSA=-1.20. (8) Drug 1: CC1C(C(CC(O1)OC2CC(CC3=C2C(=C4C(=C3O)C(=O)C5=C(C4=O)C(=CC=C5)OC)O)(C(=O)CO)O)N)O.Cl. Drug 2: CC(C)NC(=O)C1=CC=C(C=C1)CNNC.Cl. Cell line: T-47D. Synergy scores: CSS=2.32, Synergy_ZIP=3.93, Synergy_Bliss=6.99, Synergy_Loewe=3.62, Synergy_HSA=4.04. (9) Drug 1: C1=CC=C(C=C1)NC(=O)CCCCCCC(=O)NO. Drug 2: CC1=C(C(=O)C2=C(C1=O)N3CC4C(C3(C2COC(=O)N)OC)N4)N. Cell line: NCIH23. Synergy scores: CSS=66.7, Synergy_ZIP=1.38, Synergy_Bliss=-2.57, Synergy_Loewe=1.73, Synergy_HSA=2.39.